From a dataset of Experimentally validated miRNA-target interactions with 360,000+ pairs, plus equal number of negative samples. Binary Classification. Given a miRNA mature sequence and a target amino acid sequence, predict their likelihood of interaction. The miRNA is hsa-miR-6721-5p with sequence UGGGCAGGGGCUUAUUGUAGGAG. The protein sequence of the target gene is MAGSPLLWGPRAGGVGLLVLLLLGLFRPPPALCARPVKEPRGLSAASPPLAETGAPRRFRRSVPRGEAAGAVQELARALAHLLEAERQERARAEAQEAEDQQARVLAQLLRVWGAPRNSDPALGLDDDPDAPAAQLARALLRARLDPAALAAQLVPAPVPAAALRPRPPVYDDGPAGPDAEEAGDETPDVDPELLRYLLGRILAGSADSEGVAAPRRLRRAADHDVGSELPPEGVLGALLRVKRLETPAPQVPARRLLPP. Result: 0 (no interaction).